From a dataset of Experimentally validated miRNA-target interactions with 360,000+ pairs, plus equal number of negative samples. Binary Classification. Given a miRNA mature sequence and a target amino acid sequence, predict their likelihood of interaction. (1) Result: 0 (no interaction). The protein sequence of the target gene is MRFFCARCCSFGPEMPAVQLLLLACLVWDVGARTAQLRKANDQSGRCQYTFSVASPNESSCPEQSQAMSVIHNLQRDSSTQRLDLEATKARLSSLESLLHQLTLDQAARPQETQEGLQRELGTLRRERDQLETQTRELETAYSNLLRDKSVLEEEKKRLRQENENLARRLESSSQEVARLRRGQCPQTRDTARAVPPGSREVSTWNLDTLAFQELKSELTEVPASRILKESPSGYLRSGEGDTGCGELVWVGEPLTLRTAETITGKYGVWMRDPKPTYPYTQETTWRIDTVGTDVRQVFE.... The miRNA is hsa-miR-4999-5p with sequence UGCUGUAUUGUCAGGUAGUGA. (2) The miRNA is hsa-miR-150-5p with sequence UCUCCCAACCCUUGUACCAGUG. The protein sequence of the target gene is MNYPLTLEMDLENLEDLFWELDRLDNYNDTSLVENHLCPATEGPLMASFKAVFVPVAYSLIFLLGVIGNVLVLVILERHRQTRSSTETFLFHLAVADLLLVFILPFAVAEGSVGWVLGTFLCKTVIALHKVNFYCSSLLLACIAVDRYLAIVHAVHAYRHRRLLSIHITCGTIWLVGFLLALPEILFAKVSQGHHNNSLPRCTFSQENQAETHAWFTSRFLYHVAGFLLPMLVMGWCYVGVVHRLRQAQRRPQRQKAVRVAILVTSIFFLCWSPYHIVIFLDTLARLKAVDNTCKLNGSL.... Result: 0 (no interaction). (3) The miRNA is hsa-let-7e-3p with sequence CUAUACGGCCUCCUAGCUUUCC. The protein sequence of the target gene is MSELTKELMELVWGTKSSPGLSDTIFCRWTQGFVFSESEGSALEQFEGGPCAVIAPVQAFLLKKLLFSSEKSSWRDCSEEEQKELLCHTLCDILESACCDHSGSYCLVSWLRGKTTEETASISGSPAESSCQVEHSSALAVEELGFERFHALIQKRSFRSLPELKDAVLDQYSMWGNKFGVLLFLYSVLLTKGIENIKNEIEDASEPLIDPVYGHGSQSLINLLLTGHAVSNVWDGDRECSGMKLLGIHEQAAVGFLTLMEALRYCKVGSYLKSPKFPIWIVGSETHLTVFFAKDMALVA.... Result: 0 (no interaction). (4) The miRNA is hsa-miR-543 with sequence AAACAUUCGCGGUGCACUUCUU. The protein sequence of the target gene is MDSGGGSLGLHTPDSRMAHTMIMQDFVAGMAGTAHIDGDHIVVSVPEAVLVSDVVTDDGITLDHGLAAEVVHGPDIITETDVVTEGVIVPEAVLEADVAIEEDLEEDDGDHILTSELITETVRVPEQVFVADLVTGPNGHLEHVVQDCVSGVDSPTMVSEEVLVTNSDTETVIQAAGGVPGSTVTIKTEDDDDDDVKSTSEDYLMISLDDVGEKLEHMGNTPLKIGSDGSQEDAKEDGFGSEVIKVYIFKAEAEDDVEIGGTEIVTESEYTSGHSVAGVLDQSRMQREKMVYMAVKDSSQ.... Result: 1 (interaction). (5) The miRNA is hsa-miR-6731-5p with sequence UGGGAGAGCAGGGUAUUGUGGA. The protein sequence of the target gene is MKPFHTALSFLILTTALGIWAQITHATETKEVQSSLKAQQGLEIEMFHMGFQDSSDCCLSYNSRIQCSRFIGYFPTSGGCTRPGIIFISKRGFQVCANPSDRRVQRCIERLEQNSQPRTYKQ. Result: 0 (no interaction).